Dataset: Full USPTO retrosynthesis dataset with 1.9M reactions from patents (1976-2016). Task: Predict the reactants needed to synthesize the given product. (1) Given the product [CH3:9][O:8][C:1](=[O:7])[CH2:2][CH2:3][C:4]([NH:61][C@@H:57]([CH2:56][S:55][CH2:54]/[CH:53]=[C:52](\[CH3:62])/[CH2:51][CH2:50]/[CH:49]=[C:48](\[CH3:63])/[CH2:47][CH2:46][CH:45]=[C:44]([CH3:64])[CH3:43])[C:58]([OH:60])=[O:59])=[O:6], predict the reactants needed to synthesize it. The reactants are: [C:1]([O:8][CH3:9])(=[O:7])[CH2:2][CH2:3][C:4]([O-:6])=O.F[P-](F)(F)(F)(F)F.N1(OC(N(C)C)=[N+](C)C)C2N=CC=CC=2N=N1.C(N(CC)C(C)C)(C)C.[CH3:43][C:44]([CH3:64])=[CH:45][CH2:46][CH2:47]/[C:48](/[CH3:63])=[CH:49]/[CH2:50][CH2:51]/[C:52](/[CH3:62])=[CH:53]/[CH2:54][S:55][CH2:56][C@H:57]([NH2:61])[C:58]([OH:60])=[O:59]. (2) Given the product [Br:1][C:2]1[CH:11]=[C:10]2[C:5]([CH2:6][CH2:7][CH2:8][S:9]2)=[CH:4][CH:3]=1, predict the reactants needed to synthesize it. The reactants are: [Br:1][C:2]1[CH:11]=[C:10]2[C:5]([C:6](=O)[CH2:7][CH2:8][S:9]2)=[CH:4][CH:3]=1.C([SiH](CC)CC)C.O.